Dataset: Catalyst prediction with 721,799 reactions and 888 catalyst types from USPTO. Task: Predict which catalyst facilitates the given reaction. (1) Reactant: C(=O)([O-])[O-].[K+].[K+].[C:7]1([CH2:13][CH2:14][CH2:15][NH2:16])[CH:12]=[CH:11][CH:10]=[CH:9][CH:8]=1.[CH:17]1[C:26]2[C:21](=[CH:22][CH:23]=[CH:24][CH:25]=2)[CH:20]=[CH:19][C:18]=1[O:27][CH2:28][CH2:29]Cl. Product: [C:7]1([CH2:13][CH2:14][CH2:15][NH:16][CH2:29][CH2:28][O:27][C:18]2[CH:19]=[CH:20][C:21]3[C:26](=[CH:25][CH:24]=[CH:23][CH:22]=3)[CH:17]=2)[CH:12]=[CH:11][CH:10]=[CH:9][CH:8]=1. The catalyst class is: 58. (2) Reactant: [Cl:1][C:2]1[N:3]=[C:4](Cl)[C:5]2[C:10]([CH3:11])=[C:9]([CH3:12])[S:8][C:6]=2[N:7]=1.[CH2:14]1[N:19]([C:20]2[CH:25]=[CH:24][C:23]([NH2:26])=[CH:22][CH:21]=2)[CH2:18][CH2:17][O:16][CH2:15]1.NC1C=CC=CC=1. Product: [Cl:1][C:2]1[N:3]=[C:4]([NH:26][C:23]2[CH:22]=[CH:21][C:20]([N:19]3[CH2:14][CH2:15][O:16][CH2:17][CH2:18]3)=[CH:25][CH:24]=2)[C:5]2[C:10]([CH3:11])=[C:9]([CH3:12])[S:8][C:6]=2[N:7]=1. The catalyst class is: 8. (3) The catalyst class is: 8. Product: [CH3:10][C:11]1([CH3:19])[O:18][C:16](=[O:17])[C:15](=[CH:20][NH:9][C:6]2[S:5][C:4]([CH2:1][CH2:2][CH3:3])=[N:8][CH:7]=2)[C:13](=[O:14])[O:12]1. Reactant: [CH2:1]([C:4]1[S:5][C:6]([NH2:9])=[CH:7][N:8]=1)[CH2:2][CH3:3].[CH3:10][C:11]1([CH3:19])[O:18][C:16](=[O:17])[CH2:15][C:13](=[O:14])[O:12]1.[CH2:20](OC(OCC)OCC)C. (4) Reactant: [NH:1]1[CH:5]=[C:4]([C:6]#[N:7])[N:3]=[CH:2]1.CC[O-].[Na+].Br[CH2:13][C:14]([O:16][CH2:17][CH3:18])=[O:15]. Product: [CH2:17]([O:16][C:14](=[O:15])[CH2:13][N:1]1[CH:5]=[C:4]([C:6]#[N:7])[N:3]=[CH:2]1)[CH3:18]. The catalyst class is: 8. (5) The catalyst class is: 13. Reactant: [CH3:1][C:2]1[C:10]2[C:6](=[CH:7][N:8](COCC[Si](C)(C)C)[N:9]=2)[CH:5]=[C:4]([CH2:19][CH:20]([NH:33][C:34](=O)[O:35]C(C)(C)C)[C:21]2[N:22]([CH2:26][C:27]3[CH:32]=[CH:31][CH:30]=[CH:29][N:28]=3)[CH:23]=[CH:24][N:25]=2)[CH:3]=1.Cl.C(C1NC=CN=1)(C1NC=CN=1)=O.C(N(C(C)C)CC)(C)C.[NH:63]1[CH2:68][CH2:67][CH:66]([N:69]2[CH2:78][C:77]3[C:72](=[CH:73][CH:74]=[CH:75][CH:76]=3)[NH:71][C:70]2=[O:79])[CH2:65][CH2:64]1. Product: [CH3:1][C:2]1[CH:3]=[C:4]([CH2:19][CH:20]([NH:33][C:34]([N:63]2[CH2:64][CH2:65][CH:66]([N:69]3[CH2:78][C:77]4[C:72](=[CH:73][CH:74]=[CH:75][CH:76]=4)[NH:71][C:70]3=[O:79])[CH2:67][CH2:68]2)=[O:35])[C:21]2[N:22]([CH2:26][C:27]3[CH:32]=[CH:31][CH:30]=[CH:29][N:28]=3)[CH:23]=[CH:24][N:25]=2)[CH:5]=[C:6]2[C:10]=1[NH:9][N:8]=[CH:7]2. (6) Reactant: [OH-].[Na+].[CH3:3][C:4]([CH2:6][C:7]([O:9][CH3:10])=[O:8])=[O:5].[C:11]1([CH2:17][C:18](Cl)=[O:19])[CH:16]=[CH:15][CH:14]=[CH:13][CH:12]=1. Product: [CH3:10][O:9][C:7](=[O:8])[CH:6]([C:4](=[O:5])[CH3:3])[C:18](=[O:19])[CH2:17][C:11]1[CH:16]=[CH:15][CH:14]=[CH:13][CH:12]=1. The catalyst class is: 90. (7) Reactant: [H-].[Na+].[CH2:3]([OH:7])[C:4]#[C:5][CH3:6].Cl[C:9]1[CH:14]=[C:13]([O:15][CH2:16][C:17]([CH3:20])([CH3:19])[CH3:18])[N:12]=[CH:11][N:10]=1.[Cl-].[NH4+]. Product: [CH2:3]([O:7][C:9]1[CH:14]=[C:13]([O:15][CH2:16][C:17]([CH3:20])([CH3:19])[CH3:18])[N:12]=[CH:11][N:10]=1)[C:4]#[C:5][CH3:6]. The catalyst class is: 7. (8) Reactant: Br[C:2]1[CH:11]=[C:10]2[C:5]([N:6]=[CH:7][CH:8]=[N:9]2)=[C:4]([C:12]([NH:14][CH2:15][C:16]([O:18][CH2:19][CH3:20])=[O:17])=[O:13])[C:3]=1[OH:21].C([Sn](CCCC)(CCCC)[C:27]1[O:28][CH:29]=[CH:30][CH:31]=1)CCC. Product: [O:28]1[CH:29]=[CH:30][CH:31]=[C:27]1[C:2]1[CH:11]=[C:10]2[C:5]([N:6]=[CH:7][CH:8]=[N:9]2)=[C:4]([C:12]([NH:14][CH2:15][C:16]([O:18][CH2:19][CH3:20])=[O:17])=[O:13])[C:3]=1[OH:21]. The catalyst class is: 77.